Dataset: Catalyst prediction with 721,799 reactions and 888 catalyst types from USPTO. Task: Predict which catalyst facilitates the given reaction. Reactant: [NH2:1][C:2]1[S:3][C:4]([CH2:18][CH:19]2[CH2:24][CH2:23][CH2:22][CH2:21][CH2:20]2)=[C:5]([C:12]2[CH:17]=[CH:16][CH:15]=[CH:14][CH:13]=2)[C:6]=1C(OCC)=O.[OH-].[K+]. Product: [CH:19]1([CH2:18][C:4]2[S:3][C:2]([NH2:1])=[CH:6][C:5]=2[C:12]2[CH:17]=[CH:16][CH:15]=[CH:14][CH:13]=2)[CH2:20][CH2:21][CH2:22][CH2:23][CH2:24]1. The catalyst class is: 8.